From a dataset of Merck oncology drug combination screen with 23,052 pairs across 39 cell lines. Regression. Given two drug SMILES strings and cell line genomic features, predict the synergy score measuring deviation from expected non-interaction effect. Drug 1: O=S1(=O)NC2(CN1CC(F)(F)F)C1CCC2Cc2cc(C=CCN3CCC(C(F)(F)F)CC3)ccc2C1. Drug 2: O=P1(N(CCCl)CCCl)NCCCO1. Cell line: A2780. Synergy scores: synergy=2.02.